Dataset: Catalyst prediction with 721,799 reactions and 888 catalyst types from USPTO. Task: Predict which catalyst facilitates the given reaction. (1) Reactant: O[NH:2]/[CH:3]=[N:4]/[C:5]([C:7]1[N:12]=[CH:11][N:10]=[C:9]([O:13][C:14]2[CH:15]=[C:16]([NH:20][C:21](=[O:27])[O:22][C:23]([CH3:26])([CH3:25])[CH3:24])[CH:17]=[CH:18][CH:19]=2)[CH:8]=1)=[O:6].O1CCOCC1.C(O)(=O)C.C([O-])([O-])=O.[K+].[K+]. Product: [O:6]1[C:5]([C:7]2[N:12]=[CH:11][N:10]=[C:9]([O:13][C:14]3[CH:15]=[C:16]([NH:20][C:21](=[O:27])[O:22][C:23]([CH3:26])([CH3:25])[CH3:24])[CH:17]=[CH:18][CH:19]=3)[CH:8]=2)=[N:4][CH:3]=[N:2]1. The catalyst class is: 84. (2) Reactant: [N:1]([C@H:4]1[CH2:8][N:7]([C:9]([O:11][C:12]([CH3:15])([CH3:14])[CH3:13])=[O:10])[C@@H:6]([CH2:16][N:17]2[C:25](=[O:26])[C:24]3[C:19](=[CH:20][CH:21]=[CH:22][CH:23]=3)[C:18]2=[O:27])[CH2:5]1)=[N+]=[N-]. Product: [NH2:1][C@H:4]1[CH2:8][N:7]([C:9]([O:11][C:12]([CH3:14])([CH3:15])[CH3:13])=[O:10])[C@@H:6]([CH2:16][N:17]2[C:25](=[O:26])[C:24]3[C:19](=[CH:20][CH:21]=[CH:22][CH:23]=3)[C:18]2=[O:27])[CH2:5]1. The catalyst class is: 19.